Dataset: Forward reaction prediction with 1.9M reactions from USPTO patents (1976-2016). Task: Predict the product of the given reaction. (1) Given the reactants [F:1][C:2]1([C:9]2[N:13]([CH3:14])[N:12]=[CH:11][C:10]=2[N+:15]([O-:17])=[O:16])[CH2:8][CH2:7][CH:6]=[CH:5][CH2:4][CH2:3]1.ClC1C=C(C=CC=1)C(OO)=[O:23], predict the reaction product. The product is: [F:1][C:2]1([C:9]2[N:13]([CH3:14])[N:12]=[CH:11][C:10]=2[N+:15]([O-:17])=[O:16])[CH2:3][CH2:4][CH:5]2[CH:6]([O:23]2)[CH2:7][CH2:8]1. (2) Given the reactants [F:1][C:2]1[CH:7]=[CH:6][CH:5]=[C:4]([F:8])[C:3]=1[OH:9].[Br:10][CH2:11][CH2:12][CH2:13]Br, predict the reaction product. The product is: [Br:10][CH2:11][CH2:12][CH2:13][O:9][C:3]1[C:2]([F:1])=[CH:7][CH:6]=[CH:5][C:4]=1[F:8]. (3) Given the reactants [N:1]([CH2:4][C@H:5]1[O:9][C@@H:8]([N:10]2[C:28]3[N:27]=[CH:26][N:25]=[C:14]([NH:15][CH2:16][C:17]4[CH:22]=[CH:21][C:20]([O:23][CH3:24])=[CH:19][CH:18]=4)[C:13]=3[N:12]=[CH:11]2)[C@H:7]([OH:29])[C@@H:6]1[OH:30])=[N+:2]=[N-:3].O=C1O[C@H]([C@H](CO)O)C([O-])=C1O.[Na+].[C:44]1([CH2:50][C:51]#[CH:52])[CH:49]=[CH:48][CH:47]=[CH:46][CH:45]=1, predict the reaction product. The product is: [CH2:50]([C:51]1[N:3]=[N:2][N:1]([CH2:4][C@H:5]2[O:9][C@@H:8]([N:10]3[C:28]4[N:27]=[CH:26][N:25]=[C:14]([NH:15][CH2:16][C:17]5[CH:22]=[CH:21][C:20]([O:23][CH3:24])=[CH:19][CH:18]=5)[C:13]=4[N:12]=[CH:11]3)[C@H:7]([OH:29])[C@@H:6]2[OH:30])[CH:52]=1)[C:44]1[CH:49]=[CH:48][CH:47]=[CH:46][CH:45]=1. (4) Given the reactants B(Br)(Br)Br.[CH2:5]([N:7]([CH2:35][CH3:36])[C:8]1[CH:34]=[CH:33][C:11]([CH:12]=[N:13][N:14](CC2C=CC(C)=CC=2)[C:15](=[O:24])[C:16]2[CH:21]=[CH:20][C:19]([O:22]C)=[CH:18][CH:17]=2)=[CH:10][CH:9]=1)[CH3:6].CO, predict the reaction product. The product is: [CH2:35]([N:7]([CH2:5][CH3:6])[C:8]1[CH:9]=[CH:10][C:11]([CH:12]=[N:13][NH:14][C:15](=[O:24])[C:16]2[CH:21]=[CH:20][C:19]([OH:22])=[CH:18][CH:17]=2)=[CH:33][CH:34]=1)[CH3:36].